Dataset: Forward reaction prediction with 1.9M reactions from USPTO patents (1976-2016). Task: Predict the product of the given reaction. (1) Given the reactants [F:1][C:2]([F:35])([F:34])[C:3]1[CH:4]=[C:5]([C:13]([N:15]2[CH2:20][CH2:19][C@H:18]([C:21]3[CH:26]=[CH:25][C:24](Cl)=[CH:23][CH:22]=3)[C@H:17]([C:28]3[CH:33]=[CH:32][CH:31]=[CH:30][CH:29]=3)[CH2:16]2)=[O:14])[CH:6]=[C:7]([C:9]([F:12])([F:11])[F:10])[CH:8]=1.[CH3:36][N:37]1[CH2:42][CH2:41][NH:40][CH2:39][CH2:38]1.C1(C2C=CC=CC=2)C=CC=CC=1P(C1CCCCC1)C1CCCCC1, predict the reaction product. The product is: [F:1][C:2]([F:35])([F:34])[C:3]1[CH:4]=[C:5]([C:13]([N:15]2[CH2:20][CH2:19][C@H:18]([C:21]3[CH:26]=[CH:25][C:24]([N:40]4[CH2:41][CH2:42][N:37]([CH3:36])[CH2:38][CH2:39]4)=[CH:23][CH:22]=3)[C@H:17]([C:28]3[CH:33]=[CH:32][CH:31]=[CH:30][CH:29]=3)[CH2:16]2)=[O:14])[CH:6]=[C:7]([C:9]([F:12])([F:11])[F:10])[CH:8]=1. (2) Given the reactants [O:1]=[C:2]1[N:6]([C:7]2[CH:12]=[CH:11][CH:10]=[C:9]([CH2:13][NH:14][C:15]3[CH:20]=[CH:19][CH:18]=[CH:17][N:16]=3)[CH:8]=2)[CH2:5][CH:4]([C:21]([O:23]C)=[O:22])[CH2:3]1.[OH-].[Na+].[OH-].[Na+].O.C1COCC1.CO, predict the reaction product. The product is: [O:1]=[C:2]1[N:6]([C:7]2[CH:12]=[CH:11][CH:10]=[C:9]([CH2:13][NH:14][C:15]3[CH:20]=[CH:19][CH:18]=[CH:17][N:16]=3)[CH:8]=2)[CH2:5][CH:4]([C:21]([OH:23])=[O:22])[CH2:3]1.